Dataset: Forward reaction prediction with 1.9M reactions from USPTO patents (1976-2016). Task: Predict the product of the given reaction. (1) Given the reactants FC(F)(F)C(O)=O.[CH3:8][NH:9][C@H:10]([C:14]([NH:16][C@H:17]([C:21]([N:23]([C@@H:25]([C@@H:64]([CH3:67])[CH2:65][CH3:66])[C@H:26]([O:62][CH3:63])[CH2:27][C:28]([N:30]1[CH2:34][CH2:33][CH2:32][C@H:31]1[C@H:35]([O:60][CH3:61])[C@@H:36]([CH3:59])[C:37]([NH:39][C@@H:40]([CH2:52][C:53]1[CH:58]=[CH:57][CH:56]=[CH:55][CH:54]=1)[CH2:41][S:42]([CH2:45][C:46]1[CH:51]=[CH:50][CH:49]=[CH:48][CH:47]=1)(=[O:44])=[O:43])=[O:38])=[O:29])[CH3:24])=[O:22])[CH:18]([CH3:20])[CH3:19])=[O:15])[CH:11]([CH3:13])[CH3:12].O=[CH:69][CH2:70][CH2:71][C:72]([OH:74])=[O:73].C([BH3-])#N.[Na+].O1CCOCC1, predict the reaction product. The product is: [C:72]([CH2:71][CH2:70][CH2:69][N:9]([CH3:8])[C@H:10]([C:14]([NH:16][C@H:17]([C:21]([N:23]([C@@H:25]([C@@H:64]([CH3:67])[CH2:65][CH3:66])[C@H:26]([O:62][CH3:63])[CH2:27][C:28]([N:30]1[CH2:34][CH2:33][CH2:32][C@H:31]1[C@H:35]([O:60][CH3:61])[C@@H:36]([CH3:59])[C:37]([NH:39][C@@H:40]([CH2:52][C:53]1[CH:58]=[CH:57][CH:56]=[CH:55][CH:54]=1)[CH2:41][S:42]([CH2:45][C:46]1[CH:51]=[CH:50][CH:49]=[CH:48][CH:47]=1)(=[O:44])=[O:43])=[O:38])=[O:29])[CH3:24])=[O:22])[CH:18]([CH3:19])[CH3:20])=[O:15])[CH:11]([CH3:12])[CH3:13])([OH:74])=[O:73]. (2) Given the reactants [Cl:1][C:2]1[CH:3]=[C:4]([C@@H:8]2[CH2:12][O:11][C:10](=[O:13])[N:9]2[CH:14]2[CH2:19][CH2:18][N:17]([CH2:20][C:21]3[C:22]([CH3:35])=[N:23][C:24]([S:27][C:28]4[CH:33]=[CH:32][C:31]([OH:34])=[CH:30][CH:29]=4)=[CH:25][CH:26]=3)[CH2:16][CH2:15]2)[CH:5]=[CH:6][CH:7]=1.[H-].[Na+].[C:38]([O:42][C:43](=[O:46])[CH2:44]Br)([CH3:41])([CH3:40])[CH3:39], predict the reaction product. The product is: [C:38]([O:42][C:43](=[O:46])[CH2:44][O:34][C:31]1[CH:30]=[CH:29][C:28]([S:27][C:24]2[CH:25]=[CH:26][C:21]([CH2:20][N:17]3[CH2:18][CH2:19][CH:14]([N:9]4[C@H:8]([C:4]5[CH:5]=[CH:6][CH:7]=[C:2]([Cl:1])[CH:3]=5)[CH2:12][O:11][C:10]4=[O:13])[CH2:15][CH2:16]3)=[C:22]([CH3:35])[N:23]=2)=[CH:33][CH:32]=1)([CH3:41])([CH3:40])[CH3:39]. (3) The product is: [F:1][C:2]1[CH:3]=[C:4]([CH:7]=[CH:8][C:9]=1[N+:10]([O-:12])=[O:11])[C:5]([NH2:6])=[O:14]. Given the reactants [F:1][C:2]1[CH:3]=[C:4]([CH:7]=[CH:8][C:9]=1[N+:10]([O-:12])=[O:11])[C:5]#[N:6].C(=O)([O-])[O-:14].[K+].[K+], predict the reaction product. (4) Given the reactants [OH:1][C:2]1[CH:13]=[CH:12][C:5]2[CH2:6][CH2:7][CH2:8][C:9](=[O:11])[NH:10][C:4]=2[CH:3]=1.[N+:14]([O-])([OH:16])=[O:15].O.C(=O)(O)[O-].[Na+], predict the reaction product. The product is: [OH:1][C:2]1[C:13]([N+:14]([O-:16])=[O:15])=[CH:12][C:5]2[CH2:6][CH2:7][CH2:8][C:9](=[O:11])[NH:10][C:4]=2[CH:3]=1. (5) Given the reactants CS(C)=[O:3].[CH:5]1[C:10]([CH2:11][N:12]2[CH2:13][CH2:14][NH:15]/[C:16]/2=[N:17]\[N+:18]([O-:20])=[O:19])=[CH:9][N:8]=[C:7]([Cl:21])[CH:6]=1, predict the reaction product. The product is: [CH:13]([N:12]1[CH2:11][CH2:10][CH2:5][C:16]1=[O:3])=[CH2:14].[CH:5]1[C:10]([CH2:11][N:12]2[CH2:13][CH2:14][NH:15]/[C:16]/2=[N:17]\[N+:18]([O-:20])=[O:19])=[CH:9][N:8]=[C:7]([Cl:21])[CH:6]=1. (6) The product is: [S:7]([N:1]=[N+:2]=[N-:3])([C:6]([F:19])([F:18])[F:5])(=[O:9])=[O:8]. Given the reactants [N-:1]=[N+:2]=[N-:3].[Na+].[F:5][C:6]([F:19])([F:18])[S:7](O[S:7]([C:6]([F:19])([F:18])[F:5])(=[O:9])=[O:8])(=[O:9])=[O:8], predict the reaction product.